Dataset: Full USPTO retrosynthesis dataset with 1.9M reactions from patents (1976-2016). Task: Predict the reactants needed to synthesize the given product. (1) Given the product [CH3:53][C:54]1[CH:55]=[C:56]([CH2:60][C:61]([N:1]2[C:9]3[C:4](=[CH:5][C:6]([C:10]4[C:18]5[C:17]([NH2:19])=[N:16][CH:15]=[N:14][C:13]=5[O:12][CH:11]=4)=[CH:7][CH:8]=3)[CH2:3][CH2:2]2)=[O:62])[CH:57]=[CH:58][CH:59]=1, predict the reactants needed to synthesize it. The reactants are: [NH:1]1[C:9]2[C:4](=[CH:5][C:6]([C:10]3[C:18]4[C:17]([NH2:19])=[N:16][CH:15]=[N:14][C:13]=4[O:12][CH:11]=3)=[CH:7][CH:8]=2)[CH2:3][CH2:2]1.CN(C(ON1N=NC2C=CC=NC1=2)=[N+](C)C)C.F[P-](F)(F)(F)(F)F.CCN(C(C)C)C(C)C.[CH3:53][C:54]1[CH:55]=[C:56]([CH2:60][C:61](O)=[O:62])[CH:57]=[CH:58][CH:59]=1. (2) Given the product [Br:22][C:23]1[N:27]=[C:26]([C:10]2[CH:11]=[CH:12][C:5]([O:4][CH:2]([CH3:1])[CH3:3])=[C:6]([CH:9]=2)[C:7]#[N:8])[S:25][N:24]=1, predict the reactants needed to synthesize it. The reactants are: [CH3:1][CH:2]([O:4][C:5]1[CH:12]=[CH:11][C:10](B2OC(C)(C)C(C)(C)O2)=[CH:9][C:6]=1[C:7]#[N:8])[CH3:3].[Br:22][C:23]1[N:27]=[C:26](Cl)[S:25][N:24]=1.P([O-])([O-])([O-])=O.[K+].[K+].[K+]. (3) Given the product [F:2][C:3]1[CH:30]=[CH:29][C:6]([CH2:7][NH:8][C:9]([C:11]2[CH:16]=[C:15]([C:17]3[CH2:21][CH:20]([CH:22]4[CH2:23][CH2:24][N:25]([C:37](=[O:43])[NH:48][CH2:47][CH2:45][OH:46])[CH2:26][CH2:27]4)[O:19][N:18]=3)[N:14]=[C:13]([CH3:28])[N:12]=2)=[O:10])=[CH:5][C:4]=1[O:31][CH3:32], predict the reactants needed to synthesize it. The reactants are: Cl.[F:2][C:3]1[CH:30]=[CH:29][C:6]([CH2:7][NH:8][C:9]([C:11]2[CH:16]=[C:15]([C:17]3[CH2:21][CH:20]([CH:22]4[CH2:27][CH2:26][NH:25][CH2:24][CH2:23]4)[O:19][N:18]=3)[N:14]=[C:13]([CH3:28])[N:12]=2)=[O:10])=[CH:5][C:4]=1[O:31][CH3:32].ClC(Cl)(O[C:37](=[O:43])OC(Cl)(Cl)Cl)Cl.[CH2:45]([CH2:47][NH2:48])[OH:46]. (4) Given the product [C:6]([CH:4]([O:10][C:11]([C:14]([C:17]([C:20]([O:24][CH3:23])=[O:21])([F:18])[F:19])([F:16])[F:15])([F:12])[F:13])[F:5])([F:9])([F:7])[F:8], predict the reactants needed to synthesize it. The reactants are: FC([C:4]([O:10][C:11]([C:14]([C:17]([C:20](F)=[O:21])([F:19])[F:18])([F:16])[F:15])([F:13])[F:12])([C:6]([F:9])([F:8])[F:7])[F:5])=O.[C:23](=O)([O-])[O-:24].[Na+].[Na+].C(=O)=O.S(=O)(=O)(O)O.CO. (5) Given the product [CH:1]([N:4]1[CH2:17][CH2:16][C:7]2[N:8](/[CH:35]=[C:36](/[C:38]3[CH:43]=[CH:42][N:41]=[CH:40][CH:39]=3)\[CH3:37])[C:9]3[CH:10]=[CH:11][C:12]([CH3:15])=[CH:13][C:14]=3[C:6]=2[CH2:5]1)([CH3:3])[CH3:2], predict the reactants needed to synthesize it. The reactants are: [CH:1]([N:4]1[CH2:17][CH2:16][C:7]2[NH:8][C:9]3[CH:10]=[CH:11][C:12]([CH3:15])=[CH:13][C:14]=3[C:6]=2[CH2:5]1)([CH3:3])[CH3:2].P([O-])([O-])([O-])=O.[K+].[K+].[K+].N1CCC[C@H]1C(O)=O.Br[CH:35]=[C:36]([C:38]1[CH:43]=[CH:42][N:41]=[CH:40][CH:39]=1)[CH3:37]. (6) Given the product [CH2:1]([O:8][C:9]1[C:10]2[N:11]([C:16]([CH3:20])=[C:17]([CH3:19])[N:18]=2)[CH:12]=[C:13]([C:49]([O:51][CH2:39][CH3:34])=[O:48])[CH:14]=1)[C:2]1[CH:7]=[CH:6][CH:5]=[CH:4][CH:3]=1, predict the reactants needed to synthesize it. The reactants are: [CH2:1]([O:8][C:9]1[C:10]2[N:11]([C:16]([CH3:20])=[C:17]([CH3:19])[N:18]=2)[CH:12]=[C:13](Br)[CH:14]=1)[C:2]1[CH:7]=[CH:6][CH:5]=[CH:4][CH:3]=1.C1(P([C:34]2[CH:39]=CC=CC=2)C2C=CC=CC=2)C=CC=CC=1.C(N(CC)CC)C.[C]=[O:48].[CH2:49]([OH:51])C. (7) Given the product [Br:1][C:2]1[CH:8]=[C:7]2[C:5](=[CH:4][CH:3]=1)[NH:6][C:16]1[C:17](=[O:22])[CH2:18][CH2:19][CH2:20][C:21]2=1, predict the reactants needed to synthesize it. The reactants are: [Br:1][C:2]1[CH:8]=[CH:7][C:5]([NH2:6])=[CH:4][CH:3]=1.Cl.N([O-])=O.[Na+].OC=[C:16]1[CH2:21][CH2:20][CH2:19][CH2:18][C:17]1=[O:22].C([O-])(=O)C.[Na+]. (8) Given the product [F:34][C:3]([F:2])([F:33])[C:4]1[CH:5]=[C:6]([CH:26]=[C:27]([C:29]([F:30])([F:31])[F:32])[CH:28]=1)[CH2:7][N:8]([CH3:25])[C:9]([C@@H:11]1[CH2:16][CH2:15][N:14]([CH2:36][C:37]([O:39][C:40]([CH3:43])([CH3:42])[CH3:41])=[O:38])[CH2:13][C@H:12]1[C:17]1[CH:22]=[CH:21][C:20]([F:23])=[CH:19][C:18]=1[CH3:24])=[O:10], predict the reactants needed to synthesize it. The reactants are: Cl.[F:2][C:3]([F:34])([F:33])[C:4]1[CH:5]=[C:6]([CH:26]=[C:27]([C:29]([F:32])([F:31])[F:30])[CH:28]=1)[CH2:7][N:8]([CH3:25])[C:9]([C@@H:11]1[CH2:16][CH2:15][NH:14][CH2:13][C@H:12]1[C:17]1[CH:22]=[CH:21][C:20]([F:23])=[CH:19][C:18]=1[CH3:24])=[O:10].Br[CH2:36][C:37]([O:39][C:40]([CH3:43])([CH3:42])[CH3:41])=[O:38].[Na+].[I-].CCN(CC)CC.